Dataset: Forward reaction prediction with 1.9M reactions from USPTO patents (1976-2016). Task: Predict the product of the given reaction. (1) Given the reactants [N:1]1[CH:6]=[CH:5][CH:4]=[C:3]([C:7]#[N:8])[C:2]=1[C:9]1[CH2:10][CH2:11][NH:12][CH2:13][CH:14]=1.ClCC(NC1C(C)=CC=CC=1C)=O.Cl[CH2:29][C:30]([NH:32][C:33]1[CH:38]=[CH:37][CH:36]=[CH:35][C:34]=1[C:39]([F:42])([F:41])[F:40])=[O:31], predict the reaction product. The product is: [C:7]([C:3]1[C:2]([C:9]2[CH2:10][CH2:11][N:12]([CH2:29][C:30]([NH:32][C:33]3[CH:38]=[CH:37][CH:36]=[CH:35][C:34]=3[C:39]([F:40])([F:41])[F:42])=[O:31])[CH2:13][CH:14]=2)=[N:1][CH:6]=[CH:5][CH:4]=1)#[N:8]. (2) Given the reactants [CH3:1][C:2](/[N:7]=[CH:8]/[C:9]1[CH:14]=[CH:13][CH:12]=[CH:11][CH:10]=1)([CH2:5][OH:6])[CH2:3][OH:4].[BH4-].[Na+], predict the reaction product. The product is: [CH2:8]([NH:7][C:2]([CH3:1])([CH2:3][OH:4])[CH2:5][OH:6])[C:9]1[CH:14]=[CH:13][CH:12]=[CH:11][CH:10]=1. (3) Given the reactants [Cl:1][C:2]1[N:7]=[C:6]([NH:8][CH:9]2[CH2:13][CH2:12][CH2:11][CH2:10]2)[C:5]([N+:14]([O-])=O)=[CH:4][N:3]=1.O.O.[Sn](Cl)Cl.N, predict the reaction product. The product is: [Cl:1][C:2]1[N:7]=[C:6]([NH:8][CH:9]2[CH2:13][CH2:12][CH2:11][CH2:10]2)[C:5]([NH2:14])=[CH:4][N:3]=1. (4) Given the reactants [C:1]([C:4]1[CH:29]=[CH:28][C:7]([O:8][CH2:9][C:10]2[CH:15]=[CH:14][C:13]([CH:16]([OH:27])[C:17]3[CH:18]=[C:19]([C:23](=O)[CH2:24]Cl)[CH:20]=[CH:21][CH:22]=3)=[CH:12][CH:11]=2)=[C:6]([Cl:30])[C:5]=1[OH:31])(=[O:3])[CH3:2].[S-:32][C:33]#[N:34].[K+].C([OH:38])C, predict the reaction product. The product is: [C:1]([C:4]1[CH:29]=[CH:28][C:7]([O:8][CH2:9][C:10]2[CH:15]=[CH:14][C:13]([CH:16]([OH:27])[C:17]3[CH:18]=[C:19]([C:23]4[NH:34][C:33](=[O:38])[S:32][CH:24]=4)[CH:20]=[CH:21][CH:22]=3)=[CH:12][CH:11]=2)=[C:6]([Cl:30])[C:5]=1[OH:31])(=[O:3])[CH3:2]. (5) The product is: [C:1]([CH:3]1[C:6]2[CH:7]=[C:8]([NH:11][CH2:15][CH:14]([O:17][CH3:18])[O:13][CH3:12])[CH:9]=[CH:10][C:5]=2[CH2:4]1)#[N:2]. Given the reactants [C:1]([CH:3]1[C:6]2[CH:7]=[C:8]([NH2:11])[CH:9]=[CH:10][C:5]=2[CH2:4]1)#[N:2].[CH3:12][O:13][CH:14]([O:17][CH3:18])[CH:15]=O.C(O[BH-](OC(=O)C)OC(=O)C)(=O)C.[Na+].C(=O)([O-])O.[Na+], predict the reaction product. (6) Given the reactants [CH3:1][C:2]([C:4]1[CH:9]=[C:8]([F:10])[CH:7]=[CH:6][C:5]=1Br)=[O:3].[F:12][C:13]1[CH:18]=[CH:17][CH:16]=[CH:15][C:14]=1B(O)O.ClCCl.[OH-].[Na+], predict the reaction product. The product is: [F:12][C:13]1[CH:18]=[CH:17][CH:16]=[CH:15][C:14]=1[C:5]1[CH:6]=[CH:7][C:8]([F:10])=[CH:9][C:4]=1[C:2](=[O:3])[CH3:1]. (7) Given the reactants [N:1]1[C:11]2=[C:12]3[C:7](=[CH:8][CH:9]=[CH:10]2)[CH2:6][CH2:5][CH2:4][N:3]3[C:2]=1[CH2:13][C:14]#N.[OH-:16].[Na+].OP([O-])(O)=O.[K+].[OH2:24], predict the reaction product. The product is: [N:1]1[C:11]2=[C:12]3[C:7](=[CH:8][CH:9]=[CH:10]2)[CH2:6][CH2:5][CH2:4][N:3]3[C:2]=1[CH2:13][C:14]([OH:24])=[O:16]. (8) Given the reactants C([O:3][C:4]([CH2:6][C:7]([NH:9][C:10]1[CH:19]=[CH:18][C:17]2[C:12](=[CH:13][CH:14]=[CH:15][CH:16]=2)[CH:11]=1)=[O:8])=[O:5])C.[Li+].[OH-].OS([O-])(=O)=O.[Na+], predict the reaction product. The product is: [C:4]([CH2:6][C:7]([NH:9][C:10]1[CH:19]=[CH:18][C:17]2[C:12](=[CH:13][CH:14]=[CH:15][CH:16]=2)[CH:11]=1)=[O:8])([OH:5])=[O:3].